This data is from Full USPTO retrosynthesis dataset with 1.9M reactions from patents (1976-2016). The task is: Predict the reactants needed to synthesize the given product. (1) Given the product [CH2:3]([N:5]1[C:14]2[CH:13]=[CH:12][C:11]([CH3:15])=[CH:10][C:9]=2[C:8](=[O:16])[C:7]2[N:17]([CH3:20])[N:18]=[CH:19][C:6]1=2)[CH2:4][CH2:22][CH3:23], predict the reactants needed to synthesize it. The reactants are: [H-].[Na+].[CH2:3]([N:5]1[C:14]2[CH:13]=[CH:12][C:11]([CH3:15])=[CH:10][C:9]=2[C:8](=[O:16])[C:7]2[N:17]([CH3:20])[N:18]=[CH:19][C:6]1=2)[CH3:4].I[CH2:22][CH2:23]CC.O. (2) Given the product [NH2:1][C:4]1[CH:9]=[CH:8][C:7]([C:10](=[O:12])[CH3:11])=[CH:6][CH:5]=1, predict the reactants needed to synthesize it. The reactants are: [N+:1]([C:4]1[CH:9]=[CH:8][C:7]([C:10](=[O:12])[CH3:11])=[CH:6][CH:5]=1)([O-])=O.Cl[Sn]Cl.[OH-].[Na+]. (3) The reactants are: [F:1][C:2]1[CH:7]=[CH:6][CH:5]=[C:4]([F:8])[C:3]=1[C:9]1[S:10][C:11]([NH:38]C(=O)OC(C)(C)C)=[C:12]([C:14](=[O:37])[NH:15][C:16]2[CH:17]=[N:18][N:19]([CH2:35][CH3:36])[C:20]=2[N:21]2[CH2:27][CH2:26][CH2:25][CH:24]([NH:28]C(=O)C(F)(F)F)[CH2:23][CH2:22]2)[N:13]=1.C([O-])([O-])=O.[K+].[K+]. Given the product [NH2:38][C:11]1[S:10][C:9]([C:3]2[C:4]([F:8])=[CH:5][CH:6]=[CH:7][C:2]=2[F:1])=[N:13][C:12]=1[C:14]([NH:15][C:16]1[CH:17]=[N:18][N:19]([CH2:35][CH3:36])[C:20]=1[N:21]1[CH2:27][CH2:26][CH2:25][CH:24]([NH2:28])[CH2:23][CH2:22]1)=[O:37], predict the reactants needed to synthesize it.